Task: Predict the product of the given reaction.. Dataset: Forward reaction prediction with 1.9M reactions from USPTO patents (1976-2016) (1) Given the reactants Cl.[OH:2][CH2:3][CH2:4][N:5]([C:35]1[CH:40]=[CH:39][CH:38]=[CH:37][CH:36]=1)[C:6]1[C:7]2[CH2:27][N:26](C(OC(C)(C)C)=O)[CH2:25][CH2:24][C:8]=2[N:9]=[C:10]([NH:12][C:13]2[CH:18]=[CH:17][C:16]([C:19]3[O:23][CH:22]=[N:21][CH:20]=3)=[CH:15][CH:14]=2)[N:11]=1.O, predict the reaction product. The product is: [O:23]1[C:19]([C:16]2[CH:17]=[CH:18][C:13]([NH:12][C:10]3[N:11]=[C:6]([N:5]([C:35]4[CH:36]=[CH:37][CH:38]=[CH:39][CH:40]=4)[CH2:4][CH2:3][OH:2])[C:7]4[CH2:27][NH:26][CH2:25][CH2:24][C:8]=4[N:9]=3)=[CH:14][CH:15]=2)=[CH:20][N:21]=[CH:22]1. (2) Given the reactants [CH3:1][C:2]([S:19]([CH3:22])(=[O:21])=[O:20])([CH2:6][CH2:7][C:8]1[CH:13]=[CH:12][C:11]([N:14]2[CH:18]=[CH:17][CH:16]=[N:15]2)=[CH:10][CH:9]=1)[C:3]([OH:5])=O.O.ON1C2C=CC=CC=2N=N1.C(N(CC)CC)C.[O:41]1[CH2:46][CH2:45][CH2:44][CH2:43][CH:42]1[O:47][NH2:48], predict the reaction product. The product is: [CH3:1][C:2]([S:19]([CH3:22])(=[O:21])=[O:20])([CH2:6][CH2:7][C:8]1[CH:13]=[CH:12][C:11]([N:14]2[CH:18]=[CH:17][CH:16]=[N:15]2)=[CH:10][CH:9]=1)[C:3]([NH:48][O:47][CH:42]1[CH2:43][CH2:44][CH2:45][CH2:46][O:41]1)=[O:5]. (3) Given the reactants C(N(CC)C(C)C)(C)C.[CH2:10]([O:12][C:13]1[CH:34]=[CH:33][CH:32]=[CH:31][C:14]=1[O:15][C@@H:16]1[CH2:21][CH2:20][CH2:19][N:18]([C:22]2[N:27]=[CH:26][C:25]([C:28](O)=[O:29])=[CH:24][N:23]=2)[CH2:17]1)[CH3:11].C(N1C=CN=C1)(N1C=CN=C1)=O.Cl.[NH2:48][CH2:49][C:50]1[CH:51]=[C:52]([CH:57]=[CH:58][CH:59]=1)[C:53]([O:55]C)=[O:54].[OH-].[K+], predict the reaction product. The product is: [CH2:10]([O:12][C:13]1[CH:34]=[CH:33][CH:32]=[CH:31][C:14]=1[O:15][C@@H:16]1[CH2:21][CH2:20][CH2:19][N:18]([C:22]2[N:27]=[CH:26][C:25]([C:28]([NH:48][CH2:49][C:50]3[CH:51]=[C:52]([CH:57]=[CH:58][CH:59]=3)[C:53]([OH:55])=[O:54])=[O:29])=[CH:24][N:23]=2)[CH2:17]1)[CH3:11]. (4) Given the reactants [NH:1]([C:3]1[CH:8]=[CH:7][C:6]([S:9]([OH:12])(=[O:11])=[O:10])=[CH:5][CH:4]=1)N.[C:13]([CH:16]([CH3:25])[CH2:17][CH2:18][CH2:19][CH2:20][CH2:21][C:22]([OH:24])=[O:23])(=O)[CH3:14], predict the reaction product. The product is: [CH3:14][C:13]1[C:16]([CH2:17][CH2:18][CH2:19][CH2:20][CH2:21][C:22]([OH:24])=[O:23])([CH3:25])[C:8]2[C:3](=[CH:4][CH:5]=[C:6]([S:9]([OH:12])(=[O:11])=[O:10])[CH:7]=2)[N:1]=1. (5) Given the reactants C[Si](Cl)(C)C.[BH4-].[Li+].[NH2:8][CH:9]([CH2:13][C:14]([F:17])([F:16])[F:15])[C:10](O)=[O:11], predict the reaction product. The product is: [NH2:8][CH:9]([CH2:13][C:14]([F:17])([F:16])[F:15])[CH2:10][OH:11]. (6) Given the reactants C[Si]([N-][Si](C)(C)C)(C)C.[Li+].[Br:11][C:12]1[C:13]([Cl:19])=[N:14][CH:15]=[CH:16][C:17]=1[NH2:18].[C:20]([O:24][C:25]([N:27]1[CH2:32][CH:31]=[C:30]([CH2:33]Cl)[CH2:29][CH2:28]1)=[O:26])([CH3:23])([CH3:22])[CH3:21].[Cl-].[NH4+], predict the reaction product. The product is: [C:20]([O:24][C:25]([N:27]1[CH2:28][CH:29]=[C:30]([CH2:33][NH:18][C:17]2[CH:16]=[CH:15][N:14]=[C:13]([Cl:19])[C:12]=2[Br:11])[CH2:31][CH2:32]1)=[O:26])([CH3:23])([CH3:21])[CH3:22]. (7) Given the reactants [F:1][C:2]1[C:7]([F:8])=[CH:6][C:5]([F:9])=[C:4](F)[N:3]=1.O.[NH2:12][NH2:13].C(O)CC, predict the reaction product. The product is: [F:1][C:2]1[C:7]([F:8])=[CH:6][C:5]([F:9])=[C:4]([NH:12][NH2:13])[N:3]=1.